This data is from Full USPTO retrosynthesis dataset with 1.9M reactions from patents (1976-2016). The task is: Predict the reactants needed to synthesize the given product. (1) Given the product [N+:33]([C:31]1[CH:30]=[CH:29][C:13]([O:14][C:15]2[CH:20]=[CH:19][N:18]=[C:17]3[CH:21]=[CH:22][S:23][C:16]=23)=[CH:12][CH:32]=1)([O-:35])=[O:34], predict the reactants needed to synthesize it. The reactants are: ClC1C=CN=C2C=CSC=12.F[C:12]1[CH:32]=[C:31]([N+:33]([O-:35])=[O:34])[CH:30]=[CH:29][C:13]=1[O:14][C:15]1[CH:20]=[CH:19][N:18]=[C:17]2[CH:21]=[C:22](C(N(C)C)=O)[S:23][C:16]=12.[N+](C1C=CC(O)=CC=1)([O-])=O. (2) Given the product [CH3:22][C:19]([C:16]1[CH:17]=[CH:18][C:13]([CH:8]=[O:9])=[CH:14][CH:15]=1)([CH3:23])[CH2:20][CH3:21], predict the reactants needed to synthesize it. The reactants are: C1(C2C=CC([CH:8]=[O:9])=CC=2)CC1.Br[C:13]1[CH:18]=[CH:17][C:16]([C:19]([CH3:23])([CH3:22])[CH2:20][CH3:21])=[CH:15][CH:14]=1.[Li]CCCC.CN(C=O)C. (3) Given the product [ClH:1].[CH3:22][N:23]1[CH2:32][CH2:31][C:30]2[C:25](=[CH:26][C:27]([NH:33][C:2]3[C:11]4[C:6](=[CH:7][C:8]([C:12]5[C:17]([C:18]([F:21])([F:20])[F:19])=[CH:16][CH:15]=[CH:14][N:13]=5)=[CH:9][CH:10]=4)[N:5]=[CH:4][N:3]=3)=[CH:28][CH:29]=2)[CH2:24]1, predict the reactants needed to synthesize it. The reactants are: [Cl:1][C:2]1[C:11]2[C:6](=[CH:7][C:8]([C:12]3[C:17]([C:18]([F:21])([F:20])[F:19])=[CH:16][CH:15]=[CH:14][N:13]=3)=[CH:9][CH:10]=2)[N:5]=[CH:4][N:3]=1.[CH3:22][N:23]1[CH2:32][CH2:31][C:30]2[C:25](=[CH:26][C:27]([NH2:33])=[CH:28][CH:29]=2)[CH2:24]1.